Dataset: Reaction yield outcomes from USPTO patents with 853,638 reactions. Task: Predict the reaction yield, written as a fraction of the theoretical maximum amount of product (1.0 means a 100% yield; for example, 0.34 means a 34% yield). (1) The reactants are Cl.[NH:2]([C:4]1[CH:12]=[CH:11][C:10]([N+:13]([O-:15])=[O:14])=[CH:9][C:5]=1[C:6]([OH:8])=[O:7])[NH2:3].[CH2:16]([O:18][C:19](=[O:26])[C:20](=O)[CH2:21][C:22](=O)[CH3:23])[CH3:17]. The catalyst is CC(O)=O. The product is [CH2:16]([O:18][C:19]([C:20]1[CH:21]=[C:22]([CH3:23])[N:2]([C:4]2[CH:12]=[CH:11][C:10]([N+:13]([O-:15])=[O:14])=[CH:9][C:5]=2[C:6]([OH:8])=[O:7])[N:3]=1)=[O:26])[CH3:17]. The yield is 0.560. (2) The reactants are [CH3:1][O:2][C:3]1[CH:4]=[N:5][C:6]2[CH:7]([NH2:13])[CH2:8][CH2:9][CH2:10][C:11]=2[CH:12]=1.[C:14]([O:18][C:19]([N:21]([CH2:29][C:30]1[CH:37]=[CH:36][C:33]([CH:34]=O)=[CH:32][CH:31]=1)[CH2:22][C:23]1[CH:28]=[CH:27][CH:26]=[CH:25][N:24]=1)=[O:20])([CH3:17])([CH3:16])[CH3:15].[BH-](OC(C)=O)(OC(C)=O)OC(C)=O.[Na+]. The catalyst is C(Cl)Cl. The product is [C:14]([O:18][C:19](=[O:20])[N:21]([CH2:29][C:30]1[CH:31]=[CH:32][C:33]([CH2:34][NH:13][CH:7]2[C:6]3[N:5]=[CH:4][C:3]([O:2][CH3:1])=[CH:12][C:11]=3[CH2:10][CH2:9][CH2:8]2)=[CH:36][CH:37]=1)[CH2:22][C:23]1[CH:28]=[CH:27][CH:26]=[CH:25][N:24]=1)([CH3:17])([CH3:16])[CH3:15]. The yield is 0.580. (3) The reactants are [CH3:1][C:2]1([CH2:5][O:6][C:7]2[CH:12]=[CH:11][CH:10]=[CH:9][C:8]=2[NH:13][C:14](=[O:16])[CH3:15])[CH2:4][O:3]1.[Cl:17][C:18]1[CH:29]=[CH:28][C:21]([O:22][CH:23]2[CH2:27][CH2:26][NH:25][CH2:24]2)=[CH:20][CH:19]=1. No catalyst specified. The product is [ClH:17].[Cl:17][C:18]1[CH:29]=[CH:28][C:21]([O:22][CH:23]2[CH2:27][CH2:26][N:25]([CH2:4][C:2]([OH:3])([CH3:1])[CH2:5][O:6][C:7]3[CH:12]=[CH:11][CH:10]=[CH:9][C:8]=3[NH:13][C:14](=[O:16])[CH3:15])[CH2:24]2)=[CH:20][CH:19]=1. The yield is 1.10. (4) The reactants are [N:1]1([CH2:7][CH2:8][O:9][C:10]2[CH:15]=[CH:14][C:13]([NH2:16])=[CH:12][CH:11]=2)[CH2:6][CH2:5][CH2:4][CH2:3][CH2:2]1.[F:17][C:18]1[CH:26]=[CH:25][CH:24]=[C:23]2[C:19]=1[C:20](=[CH:28]O)[C:21](=[O:27])[NH:22]2. No catalyst specified. The product is [F:17][C:18]1[CH:26]=[CH:25][CH:24]=[C:23]2[C:19]=1[C:20](=[CH:28][NH:16][C:13]1[CH:12]=[CH:11][C:10]([O:9][CH2:8][CH2:7][N:1]3[CH2:2][CH2:3][CH2:4][CH2:5][CH2:6]3)=[CH:15][CH:14]=1)[C:21](=[O:27])[NH:22]2. The yield is 0.630. (5) The reactants are [H-].[Na+].[CH2:3]([C:5]1[CH:10]=[CH:9][C:8]([OH:11])=[C:7]([O:12][CH3:13])[CH:6]=1)[CH3:4].[F:14][C:15]1[CH:20]=[CH:19][CH:18]=[C:17](F)[N:16]=1. The catalyst is CS(C)=O. The product is [CH2:3]([C:5]1[CH:10]=[CH:9][C:8]([O:11][C:17]2[CH:18]=[CH:19][CH:20]=[C:15]([F:14])[N:16]=2)=[C:7]([O:12][CH3:13])[CH:6]=1)[CH3:4]. The yield is 1.00.